Dataset: Forward reaction prediction with 1.9M reactions from USPTO patents (1976-2016). Task: Predict the product of the given reaction. (1) Given the reactants Cl[C:2]1[C:11]2[C:6](=[CH:7][C:8]([F:13])=[C:9]([F:12])[CH:10]=2)[N:5]=[CH:4][C:3]=1[C:14]([O:16][CH2:17][CH3:18])=[O:15].C(N(CC)CC)C, predict the reaction product. The product is: [F:12][C:9]1[CH:10]=[C:11]2[C:6](=[CH:7][C:8]=1[F:13])[N:5]=[CH:4][C:3]([C:14]([O:16][CH2:17][CH3:18])=[O:15])=[CH:2]2. (2) Given the reactants [NH2:1][C@@H:2]([CH2:5][O:6][CH2:7][C:8]1[CH:13]=[CH:12][CH:11]=[CH:10][CH:9]=1)[CH2:3][OH:4].C(N(CC)CC)C.[Cl:21][CH2:22][C:23](Cl)=[O:24], predict the reaction product. The product is: [CH2:7]([O:6][CH2:5][C@H:2]([NH:1][C:23](=[O:24])[CH2:22][Cl:21])[CH2:3][OH:4])[C:8]1[CH:13]=[CH:12][CH:11]=[CH:10][CH:9]=1. (3) Given the reactants Cl.[CH3:2][O:3][C:4]1[CH:16]=[CH:15][C:7]([CH2:8][C@@H:9]([C:11]([O:13][CH3:14])=[O:12])[NH2:10])=[CH:6][CH:5]=1.C(N(CC)CC)C.[F:24][C:25]1[CH:35]=[CH:34][C:33]([F:36])=[CH:32][C:26]=1[CH:27]=[CH:28][C:29](O)=[O:30].CCN=C=NCCCN(C)C.Cl, predict the reaction product. The product is: [F:24][C:25]1[CH:35]=[CH:34][C:33]([F:36])=[CH:32][C:26]=1[CH:27]=[CH:28][C:29]([NH:10][C@H:9]([C:11]([O:13][CH3:14])=[O:12])[CH2:8][C:7]1[CH:6]=[CH:5][C:4]([O:3][CH3:2])=[CH:16][CH:15]=1)=[O:30]. (4) Given the reactants [CH:1]1([C:4]#[C:5][C:6]2[S:7][CH:8]=[C:9]([C:11]([NH:13][C:14]3[CH:22]=[C:21]4[C:17]([CH:18]=[N:19][N:20]4COCC[Si](C)(C)C)=[CH:16][C:15]=3[C:31]3[CH:32]=[C:33]4[C:37](=[CH:38][CH:39]=3)[CH2:36][N:35](C(OC(C)(C)C)=O)[CH2:34]4)=[O:12])[N:10]=2)[CH2:3][CH2:2]1.[ClH:47], predict the reaction product. The product is: [ClH:47].[CH:1]1([C:4]#[C:5][C:6]2[S:7][CH:8]=[C:9]([C:11]([NH:13][C:14]3[CH:22]=[C:21]4[C:17]([CH:18]=[N:19][NH:20]4)=[CH:16][C:15]=3[C:31]3[CH:32]=[C:33]4[C:37](=[CH:38][CH:39]=3)[CH2:36][NH:35][CH2:34]4)=[O:12])[N:10]=2)[CH2:3][CH2:2]1. (5) Given the reactants [F:1][C:2]([F:7])([F:6])[C:3]([OH:5])=[O:4].[NH2:8][CH2:9][C@H:10]([NH:12][C:13]1[C:14]2[S:31][C:30](=[O:32])[NH:29][C:15]=2[N:16]=[C:17]([S:19][CH2:20][C:21]2[CH:26]=[CH:25][CH:24]=[C:23]([F:27])[C:22]=2[F:28])[N:18]=1)[CH3:11].CC([Si](C)(C)[O:38][CH2:39][CH:40]=O)(C)C.C(O[BH-](OC(=O)C)OC(=O)C)(=O)C.[Na+].Cl, predict the reaction product. The product is: [F:1][C:2]([F:7])([F:6])[C:3]([OH:5])=[O:4].[F:28][C:22]1[C:23]([F:27])=[CH:24][CH:25]=[CH:26][C:21]=1[CH2:20][S:19][C:17]1[N:18]=[C:13]([NH:12][C@H:10]([CH3:11])[CH2:9][NH:8][CH2:40][CH2:39][OH:38])[C:14]2[S:31][C:30](=[O:32])[NH:29][C:15]=2[N:16]=1. (6) Given the reactants [CH3:1][O:2][C:3]1[CH:4]=[C:5]([C:13]2[CH:14]=[C:15]3[CH:21]=[CH:20][NH:19][C:16]3=[N:17][CH:18]=2)[CH:6]=[C:7]([O:11][CH3:12])[C:8]=1[O:9][CH3:10].[I:22]N1C(=O)CCC1=O, predict the reaction product. The product is: [I:22][C:21]1[C:15]2[C:16](=[N:17][CH:18]=[C:13]([C:5]3[CH:6]=[C:7]([O:11][CH3:12])[C:8]([O:9][CH3:10])=[C:3]([O:2][CH3:1])[CH:4]=3)[CH:14]=2)[NH:19][CH:20]=1.